Task: Binary Classification. Given a miRNA mature sequence and a target amino acid sequence, predict their likelihood of interaction.. Dataset: Experimentally validated miRNA-target interactions with 360,000+ pairs, plus equal number of negative samples The miRNA is hsa-miR-3529-5p with sequence AGGUAGACUGGGAUUUGUUGUU. The protein sequence of the target gene is MTQFLPPNLLALFAPRDPIPYLPPLEKLPHEKHHNQPYCGIAPYIREFEDPRDAPPPTRAETREERMERKRREKIERRQQEVETELKMWDPHNDPNAQGDAFKTLFVARVNYDTTESKLRREFEVYGPIKRIHMVYSKRSGKPRGYAFIEYEHERDMHSAYKHADGKKIDGRRVLVDVERGRTVKGWRPRRLGGGLGGTRRGGADVNIRHSGRDDTSRYDERPGPSPLPHRDRDRDRERERRERSRERDKERERRRSRSRDRRRRSRSRDKEERRRSRERSKDKDRDRKRRSSRSRERAR.... Result: 0 (no interaction).